Dataset: Full USPTO retrosynthesis dataset with 1.9M reactions from patents (1976-2016). Task: Predict the reactants needed to synthesize the given product. (1) Given the product [CH3:6][C:5]([N:7]1[CH2:11][CH2:10][CH2:9][CH2:8]1)([CH3:12])[CH2:4][OH:3], predict the reactants needed to synthesize it. The reactants are: C([O:3][C:4](=O)[C:5]([CH3:12])([N:7]1[CH2:11][CH2:10][CH2:9][CH2:8]1)[CH3:6])C.CO.[BH4-].[Li+]. (2) Given the product [F:16][C:17]1[CH:24]=[CH:23][C:20]([C:21](=[NH:22])[NH:9][C:8]2[CH:10]=[CH:11][C:5]([S:2]([CH3:1])(=[O:3])=[O:4])=[CH:6][CH:7]=2)=[CH:19][CH:18]=1, predict the reactants needed to synthesize it. The reactants are: [CH3:1][S:2]([C:5]1[CH:11]=[CH:10][C:8]([NH2:9])=[CH:7][CH:6]=1)(=[O:4])=[O:3].C[Al](C)C.[F:16][C:17]1[CH:24]=[CH:23][C:20]([C:21]#[N:22])=[CH:19][CH:18]=1.O. (3) Given the product [Cl:1][C:2]1[CH:17]=[CH:16][C:5]([C:6]2[C:11]([C:12]3[CH:13]=[CH:37][C:32]4[C:33](=[CH:34][CH:35]=[C:30]([C:28]5[N:27]([CH:39]6[CH2:40][CH2:41][CH2:42][CH2:43][CH2:44]6)[C:26]6[CH:45]=[CH:46][C:23]([C:21]([OH:22])=[O:20])=[CH:24][C:25]=6[N:29]=5)[CH:31]=4)[N:36]=3)=[CH:10][C:9]([F:15])=[CH:8][CH:7]=2)=[CH:4][CH:3]=1, predict the reactants needed to synthesize it. The reactants are: [Cl:1][C:2]1[CH:17]=[CH:16][C:5]([C:6]2[C:11]([C:12](=O)[CH3:13])=[CH:10][C:9]([F:15])=[CH:8][CH:7]=2)=[CH:4][CH:3]=1.C([O:20][C:21]([C:23]1[CH:46]=[CH:45][C:26]2[N:27]([CH:39]3[CH2:44][CH2:43][CH2:42][CH2:41][CH2:40]3)[C:28]([C:30]3[CH:35]=[CH:34][C:33]([NH2:36])=[C:32]([CH:37]=O)[CH:31]=3)=[N:29][C:25]=2[CH:24]=1)=[O:22])C.[OH-].[K+].Cl. (4) Given the product [CH:14]1([N:17]([CH:11]([C:2]2[CH:3]=[CH:4][C:5]3[C:10](=[CH:9][CH:8]=[CH:7][CH:6]=3)[CH:1]=2)[CH3:12])[S:18]([C:21]2[CH:26]=[CH:25][CH:24]=[CH:23][C:22]=2[N+:27]([O-:29])=[O:28])(=[O:20])=[O:19])[CH2:16][CH2:15]1, predict the reactants needed to synthesize it. The reactants are: [CH:1]1[C:10]2[C:5](=[CH:6][CH:7]=[CH:8][CH:9]=2)[CH:4]=[CH:3][C:2]=1[CH:11](O)[CH3:12].[CH:14]1([NH:17][S:18]([C:21]2[CH:26]=[CH:25][CH:24]=[CH:23][C:22]=2[N+:27]([O-:29])=[O:28])(=[O:20])=[O:19])[CH2:16][CH2:15]1.C1(P(C2C=CC=CC=2)C2C=CC=CC=2)C=CC=CC=1.N(C(OC(C)C)=O)=NC(OC(C)C)=O.